From a dataset of NCI-60 drug combinations with 297,098 pairs across 59 cell lines. Regression. Given two drug SMILES strings and cell line genomic features, predict the synergy score measuring deviation from expected non-interaction effect. (1) Drug 1: CC1=C2C(C(=O)C3(C(CC4C(C3C(C(C2(C)C)(CC1OC(=O)C(C(C5=CC=CC=C5)NC(=O)OC(C)(C)C)O)O)OC(=O)C6=CC=CC=C6)(CO4)OC(=O)C)OC)C)OC. Drug 2: C1CC(=O)NC(=O)C1N2CC3=C(C2=O)C=CC=C3N. Cell line: NCI-H226. Synergy scores: CSS=12.6, Synergy_ZIP=-14.6, Synergy_Bliss=-9.98, Synergy_Loewe=-23.4, Synergy_HSA=-8.46. (2) Drug 1: COC1=C(C=C2C(=C1)N=CN=C2NC3=CC(=C(C=C3)F)Cl)OCCCN4CCOCC4. Drug 2: CCCCCOC(=O)NC1=NC(=O)N(C=C1F)C2C(C(C(O2)C)O)O. Cell line: NCI-H460. Synergy scores: CSS=30.6, Synergy_ZIP=2.81, Synergy_Bliss=4.15, Synergy_Loewe=5.46, Synergy_HSA=6.27. (3) Cell line: SNB-75. Drug 1: CC1=C(C=C(C=C1)NC2=NC=CC(=N2)N(C)C3=CC4=NN(C(=C4C=C3)C)C)S(=O)(=O)N.Cl. Drug 2: C1CN1P(=S)(N2CC2)N3CC3. Synergy scores: CSS=11.3, Synergy_ZIP=-2.08, Synergy_Bliss=1.79, Synergy_Loewe=2.21, Synergy_HSA=3.15. (4) Drug 2: CC(C)NC(=O)C1=CC=C(C=C1)CNNC.Cl. Cell line: KM12. Synergy scores: CSS=4.49, Synergy_ZIP=5.63, Synergy_Bliss=9.33, Synergy_Loewe=7.22, Synergy_HSA=8.48. Drug 1: CC1C(C(CC(O1)OC2CC(CC3=C2C(=C4C(=C3O)C(=O)C5=C(C4=O)C(=CC=C5)OC)O)(C(=O)CO)O)N)O.Cl. (5) Drug 1: CC1=C(C=C(C=C1)C(=O)NC2=CC(=CC(=C2)C(F)(F)F)N3C=C(N=C3)C)NC4=NC=CC(=N4)C5=CN=CC=C5. Drug 2: CNC(=O)C1=NC=CC(=C1)OC2=CC=C(C=C2)NC(=O)NC3=CC(=C(C=C3)Cl)C(F)(F)F. Cell line: SK-MEL-2. Synergy scores: CSS=5.17, Synergy_ZIP=5.34, Synergy_Bliss=15.3, Synergy_Loewe=1.57, Synergy_HSA=2.88.